Dataset: Catalyst prediction with 721,799 reactions and 888 catalyst types from USPTO. Task: Predict which catalyst facilitates the given reaction. Reactant: [Cl:1][C:2]1[CH:7]=[CH:6][C:5]([C:8]2[N:9]=[C:10]([N:24]3[CH:28]=[CH:27][N:26]=[C:25]3[CH3:29])[O:11][C:12]=2[CH2:13][CH2:14][CH2:15][O:16][C:17]2[CH:22]=[CH:21][CH:20]=[CH:19][C:18]=2[CH3:23])=[CH:4][CH:3]=1.Cl. Product: [ClH:1].[Cl:1][C:2]1[CH:3]=[CH:4][C:5]([C:8]2[N:9]=[C:10]([N:24]3[CH:28]=[CH:27][N:26]=[C:25]3[CH3:29])[O:11][C:12]=2[CH2:13][CH2:14][CH2:15][O:16][C:17]2[CH:22]=[CH:21][CH:20]=[CH:19][C:18]=2[CH3:23])=[CH:6][CH:7]=1. The catalyst class is: 21.